Dataset: Reaction yield outcomes from USPTO patents with 853,638 reactions. Task: Predict the reaction yield, written as a fraction of the theoretical maximum amount of product (1.0 means a 100% yield; for example, 0.34 means a 34% yield). The reactants are [CH:1]([NH:4][C:5](=[O:26])[C:6]1[CH:11]=[CH:10][C:9]([O:12][CH2:13][C:14]2[C:15]([C:20]3[CH:25]=[CH:24][CH:23]=[CH:22][CH:21]=3)=[N:16][O:17][C:18]=2[CH3:19])=[N:8][CH:7]=1)([CH3:3])[CH3:2].[CH3:27]C1ON=C(C2C=CC=CC=2)C=1COC1C=CC(C(NC2CCOCC2)=O)=CN=1. No catalyst specified. The product is [CH:1]([N:4]([CH3:27])[C:5](=[O:26])[C:6]1[CH:11]=[CH:10][C:9]([O:12][CH2:13][C:14]2[C:15]([C:20]3[CH:25]=[CH:24][CH:23]=[CH:22][CH:21]=3)=[N:16][O:17][C:18]=2[CH3:19])=[N:8][CH:7]=1)([CH3:3])[CH3:2]. The yield is 0.330.